This data is from CYP1A2 inhibition data for predicting drug metabolism from PubChem BioAssay. The task is: Regression/Classification. Given a drug SMILES string, predict its absorption, distribution, metabolism, or excretion properties. Task type varies by dataset: regression for continuous measurements (e.g., permeability, clearance, half-life) or binary classification for categorical outcomes (e.g., BBB penetration, CYP inhibition). Dataset: cyp1a2_veith. (1) The molecule is COc1ccc(OC)c2c(=S)c3ccccc3[nH]c12. The result is 1 (inhibitor). (2) The compound is Cc1[nH]c2ccccc2c1C(c1ccccn1)N1CCC(C)CC1. The result is 0 (non-inhibitor). (3) The compound is Cc1ccc(S(=O)(=O)N[C@@H]2COC(=O)[C@H](C)NC(=O)C/C=C\[C@@H](C)[C@@H](NS(=O)(=O)c3ccc(C)cc3)COC(=O)C/C=C\[C@H]2C)cc1. The result is 0 (non-inhibitor). (4) The compound is COc1ccc2c(c1)Cc1cc(N=[N+]([O-])c3ccc4c(c3)Cc3cc(OC)ccc3-4)ccc1-2. The result is 1 (inhibitor). (5) The molecule is CCCn1c(NC(=O)C2CCN(S(=O)(=O)c3cccs3)CC2)nc2ccccc21. The result is 1 (inhibitor).